The task is: Predict the product of the given reaction.. This data is from Forward reaction prediction with 1.9M reactions from USPTO patents (1976-2016). (1) Given the reactants [NH:1]1[CH2:7][C:5](=[O:6])[NH:4][C:2]1=[O:3].[H-].[Na+].Br[CH2:11][CH2:12][CH2:13][CH2:14][Cl:15].Cl, predict the reaction product. The product is: [Cl:15][CH2:14][CH2:13][CH2:12][CH2:11][N:4]1[C:5](=[O:6])[CH2:7][NH:1][C:2]1=[O:3]. (2) Given the reactants [CH3:1][C:2]1[CH2:6][CH2:5][C:4](=[O:7])[CH:3]=1.[CH2:8](Cl)[CH:9]=[C:10]([CH3:12])[CH3:11].C1(C)C=CC=CC=1.[OH-].[Na+], predict the reaction product. The product is: [CH3:1][C:2]1[CH2:6][CH2:5][C:4](=[O:7])[C:3]=1[CH2:8][CH:9]=[C:10]([CH3:12])[CH3:11]. (3) Given the reactants Cl.[F:2][C:3]1[CH:8]=[CH:7][CH:6]=[CH:5][C:4]=1[CH2:9][C:10]([C:12]1([CH3:18])[CH2:17][CH2:16][NH:15][CH2:14][CH2:13]1)=[O:11].[C:19]([O:23][C:24]1[C:25]([CH:30]=O)=[N:26][CH:27]=[CH:28][N:29]=1)([CH3:22])([CH3:21])[CH3:20].C(O[BH-](OC(=O)C)OC(=O)C)(=O)C.[Na+], predict the reaction product. The product is: [C:19]([O:23][C:24]1[C:25]([CH2:30][N:15]2[CH2:14][CH2:13][C:12]([C:10](=[O:11])[CH2:9][C:4]3[CH:5]=[CH:6][CH:7]=[CH:8][C:3]=3[F:2])([CH3:18])[CH2:17][CH2:16]2)=[N:26][CH:27]=[CH:28][N:29]=1)([CH3:22])([CH3:21])[CH3:20]. (4) Given the reactants [F:1][C:2]1[CH:7]=[C:6]([F:8])[CH:5]=[CH:4][C:3]=1[C:9]1[N:10]=[C:11]2[N:15]([C:16]=1[C:17]1[CH:18]=[CH:19][C:20]3[N:21]([C:23]([C:26]([OH:29])([CH3:28])[CH3:27])=[N:24][N:25]=3)[N:22]=1)[CH:14]=[CH:13][O:12]2.[H-].[Na+].Br[CH2:33][CH2:34][O:35][CH3:36], predict the reaction product. The product is: [F:1][C:2]1[CH:7]=[C:6]([F:8])[CH:5]=[CH:4][C:3]=1[C:9]1[N:10]=[C:11]2[N:15]([C:16]=1[C:17]1[CH:18]=[CH:19][C:20]3[N:21]([C:23]([C:26]([O:29][CH2:33][CH2:34][O:35][CH3:36])([CH3:27])[CH3:28])=[N:24][N:25]=3)[N:22]=1)[CH:14]=[CH:13][O:12]2.